Dataset: Peptide-MHC class II binding affinity with 134,281 pairs from IEDB. Task: Regression. Given a peptide amino acid sequence and an MHC pseudo amino acid sequence, predict their binding affinity value. This is MHC class II binding data. The peptide sequence is NVWERHYLAGEMTLM. The MHC is DRB1_0701 with pseudo-sequence DRB1_0701. The binding affinity (normalized) is 0.406.